From a dataset of Forward reaction prediction with 1.9M reactions from USPTO patents (1976-2016). Predict the product of the given reaction. (1) Given the reactants S(=O)(=O)(O)O.C[O:7][CH:8](OC)[CH2:9][CH2:10][CH2:11][S:12][C:13]1[N:17]([CH3:18])[C:16]([C:19]2[CH:24]=[CH:23][CH:22]=[CH:21][CH:20]=2)=[N:15][N:14]=1.C(=O)([O-])[O-].[Na+].[Na+], predict the reaction product. The product is: [CH3:18][N:17]1[C:16]([C:19]2[CH:24]=[CH:23][CH:22]=[CH:21][CH:20]=2)=[N:15][N:14]=[C:13]1[S:12][CH2:11][CH2:10][CH2:9][CH:8]=[O:7]. (2) The product is: [ClH:40].[F:31][C:26]1[CH:27]=[CH:28][CH:29]=[CH:30][C:25]=1[CH2:24][N:17]1[C:18]2[C:23](=[CH:22][CH:21]=[CH:20][CH:19]=2)[C:15]([C:12]2[N:11]=[C:10]([NH:32][C:33]3[CH:38]=[CH:37][N:36]=[CH:35][CH:34]=3)[C:9]([O:8][CH2:7][C@H:5]([OH:6])[CH2:4][OH:3])=[CH:14][N:13]=2)=[N:16]1. Given the reactants CC1(C)[O:6][C@@H:5]([CH2:7][O:8][C:9]2[C:10]([NH:32][C:33]3[CH:38]=[CH:37][N:36]=[CH:35][CH:34]=3)=[N:11][C:12]([C:15]3[C:23]4[C:18](=[CH:19][CH:20]=[CH:21][CH:22]=4)[N:17]([CH2:24][C:25]4[CH:30]=[CH:29][CH:28]=[CH:27][C:26]=4[F:31])[N:16]=3)=[N:13][CH:14]=2)[CH2:4][O:3]1.[ClH:40], predict the reaction product. (3) Given the reactants [C:1]([C:3]1[CH:10]=[CH:9][C:6]([CH:7]=[O:8])=[C:5]([F:11])[CH:4]=1)#[N:2].[CH2:12](O)[CH2:13][CH2:14][OH:15].O.C1(C)C=CC(S(O)(=O)=O)=CC=1.O, predict the reaction product. The product is: [O:8]1[CH2:12][CH2:13][CH2:14][O:15][CH:7]1[C:6]1[CH:9]=[CH:10][C:3]([C:1]#[N:2])=[CH:4][C:5]=1[F:11]. (4) The product is: [CH3:24][O:23][C:20]1[CH:21]=[CH:22][C:17]([CH2:16][CH:4]2[CH2:5][CH2:6][O:1][CH2:2][C:3]2=[O:7])=[CH:18][CH:19]=1. Given the reactants [O:1]1[CH2:6][CH2:5][CH:4]=[C:3]([O:7][Si](C)(C)C)[CH2:2]1.C(O[CH2:16][C:17]1[CH:22]=[CH:21][C:20]([O:23][CH3:24])=[CH:19][CH:18]=1)(=O)C, predict the reaction product. (5) The product is: [N:1]1([S:7]([C:10]2[S:14][C:13]([NH2:15])=[N:12][CH:11]=2)(=[O:9])=[O:8])[CH2:2][CH2:3][O:4][CH2:5][CH2:6]1. Given the reactants [N:1]1([S:7]([C:10]2[S:14][C:13]([NH:15]C(=O)C)=[N:12][CH:11]=2)(=[O:9])=[O:8])[CH2:6][CH2:5][O:4][CH2:3][CH2:2]1.Cl, predict the reaction product. (6) Given the reactants Cl[C:2]([O:4][CH2:5][C:6]1[CH:11]=[CH:10][CH:9]=[CH:8][CH:7]=1)=[O:3].Cl.[Cl:13][CH2:14][CH2:15][NH2:16].[Cl:17][CH2:18][CH2:19]N.C(N(CC)CC)C, predict the reaction product. The product is: [Cl:13][CH2:14][CH2:15][N:16]([CH2:19][CH2:18][Cl:17])[C:2](=[O:3])[O:4][CH2:5][C:6]1[CH:11]=[CH:10][CH:9]=[CH:8][CH:7]=1.